The task is: Predict the reactants needed to synthesize the given product.. This data is from Full USPTO retrosynthesis dataset with 1.9M reactions from patents (1976-2016). (1) Given the product [F:12][C:13]([F:26])([F:25])[S:14]([O-:17])(=[O:16])=[O:15].[CH:1]1([S+:33]([C:34]2[CH:35]=[CH:36][CH:37]=[CH:38][CH:39]=2)[C:27]2[CH:32]=[CH:31][CH:30]=[CH:29][CH:28]=2)[CH2:4][CH2:3][CH2:2]1, predict the reactants needed to synthesize it. The reactants are: [CH:1]1(O)[CH2:4][CH2:3][CH2:2]1.N1C=CC=CC=1.[F:12][C:13]([F:26])([F:25])[S:14]([O:17]S(C(F)(F)F)(=O)=O)(=[O:16])=[O:15].[C:27]1([S:33][C:34]2[CH:39]=[CH:38][CH:37]=[CH:36][CH:35]=2)[CH:32]=[CH:31][CH:30]=[CH:29][CH:28]=1. (2) Given the product [CH3:4][O:5][C:6]1[CH:11]=[C:10]([OH:12])[C:9]([CH:14]2[CH2:19][C:18]([CH3:33])([S:20]([C:23]3[CH:28]=[CH:27][CH:26]=[C:25]([C:29]([F:32])([F:30])[F:31])[CH:24]=3)(=[O:22])=[O:21])[CH2:17][CH2:16][O:15]2)=[CH:8][N:7]=1, predict the reactants needed to synthesize it. The reactants are: C[S-].[Na+].[CH3:4][O:5][C:6]1[CH:11]=[C:10]([O:12]C)[C:9]([CH:14]2[CH2:19][C:18]([CH3:33])([S:20]([C:23]3[CH:28]=[CH:27][CH:26]=[C:25]([C:29]([F:32])([F:31])[F:30])[CH:24]=3)(=[O:22])=[O:21])[CH2:17][CH2:16][O:15]2)=[CH:8][N:7]=1.O.Cl. (3) Given the product [CH:19]1([CH2:18][C:15]2[N:12]3[CH:13]=[CH:14][C:9]([OH:8])=[C:10]([C:22]([F:25])([F:24])[F:23])[C:11]3=[N:17][N:16]=2)[CH2:21][CH2:20]1, predict the reactants needed to synthesize it. The reactants are: C([O:8][C:9]1[CH:14]=[CH:13][N:12]2[C:15]([CH2:18][CH:19]3[CH2:21][CH2:20]3)=[N:16][N:17]=[C:11]2[C:10]=1[C:22]([F:25])([F:24])[F:23])C1C=CC=CC=1.